From a dataset of NCI-60 drug combinations with 297,098 pairs across 59 cell lines. Regression. Given two drug SMILES strings and cell line genomic features, predict the synergy score measuring deviation from expected non-interaction effect. Drug 1: CCC1(CC2CC(C3=C(CCN(C2)C1)C4=CC=CC=C4N3)(C5=C(C=C6C(=C5)C78CCN9C7C(C=CC9)(C(C(C8N6C)(C(=O)OC)O)OC(=O)C)CC)OC)C(=O)OC)O.OS(=O)(=O)O. Drug 2: C#CCC(CC1=CN=C2C(=N1)C(=NC(=N2)N)N)C3=CC=C(C=C3)C(=O)NC(CCC(=O)O)C(=O)O. Cell line: SF-268. Synergy scores: CSS=-3.38, Synergy_ZIP=0.615, Synergy_Bliss=-1.38, Synergy_Loewe=-3.62, Synergy_HSA=-2.89.